The task is: Predict the product of the given reaction.. This data is from Forward reaction prediction with 1.9M reactions from USPTO patents (1976-2016). (1) The product is: [C:12]([O:16][C:17]([N:19]1[CH2:24][CH2:23][N:22]([C:2]2[CH:3]=[CH:4][C:5]([N+:9]([O-:11])=[O:10])=[C:6]([NH2:8])[CH:7]=2)[CH2:21][CH2:20]1)=[O:18])([CH3:15])([CH3:13])[CH3:14]. Given the reactants Cl[C:2]1[CH:3]=[CH:4][C:5]([N+:9]([O-:11])=[O:10])=[C:6]([NH2:8])[CH:7]=1.[C:12]([O:16][C:17]([N:19]1[CH2:24][CH2:23][NH:22][CH2:21][CH2:20]1)=[O:18])([CH3:15])([CH3:14])[CH3:13].O, predict the reaction product. (2) Given the reactants [OH:1][C:2]([C:4]([F:7])([F:6])[F:5])=[O:3].C([N:15]1[CH2:24][CH2:23][C:22]2[C:17](=[N:18][C:19]([NH:41][CH:42]3[CH2:44][CH2:43]3)=[C:20]([N:25]3[CH2:30][CH2:29][CH:28]([O:31][C:32]4[CH:37]=[CH:36][C:35]([O:38][CH3:39])=[CH:34][C:33]=4[F:40])[CH2:27][CH2:26]3)[N:21]=2)[CH2:16]1)C1C=CC=CC=1, predict the reaction product. The product is: [CH:42]1([NH:41][C:19]2[N:18]=[C:17]3[CH2:16][NH:15][CH2:24][CH2:23][C:22]3=[N:21][C:20]=2[N:25]2[CH2:30][CH2:29][CH:28]([O:31][C:32]3[CH:37]=[CH:36][C:35]([O:38][CH3:39])=[CH:34][C:33]=3[F:40])[CH2:27][CH2:26]2)[CH2:43][CH2:44]1.[C:2]([OH:3])([C:4]([F:7])([F:6])[F:5])=[O:1]. (3) Given the reactants [CH2:1]([O:3][C:4]([C:6]1[CH:7]=[N:8][C:9]2[C:14]([C:15]=1O)=[CH:13][C:12]([Br:17])=[CH:11][CH:10]=2)=[O:5])[CH3:2].P(Cl)(Cl)([Cl:20])=O, predict the reaction product. The product is: [Br:17][C:12]1[CH:13]=[C:14]2[C:9](=[CH:10][CH:11]=1)[N:8]=[CH:7][C:6]([C:4]([O:3][CH2:1][CH3:2])=[O:5])=[C:15]2[Cl:20]. (4) Given the reactants [CH3:1][NH:2][C@H:3]1[CH2:7][CH2:6][N:5]([C:8]2[C:13]([C:14]([O:16][CH:17]([CH3:19])[CH3:18])=[O:15])=[CH:12][CH:11]=[CH:10][N:9]=2)[CH2:4]1.[CH3:20][C:21]1[CH:22]=[C:23]([CH:27]=O)[S:24][C:25]=1[CH3:26].[BH-](OC(C)=O)(OC(C)=O)OC(C)=O.[Na+], predict the reaction product. The product is: [CH3:20][C:21]1[CH:22]=[C:23]([CH2:27][N:2]([CH3:1])[C@H:3]2[CH2:7][CH2:6][N:5]([C:8]3[C:13]([C:14]([O:16][CH:17]([CH3:18])[CH3:19])=[O:15])=[CH:12][CH:11]=[CH:10][N:9]=3)[CH2:4]2)[S:24][C:25]=1[CH3:26].